Task: Predict the product of the given reaction.. Dataset: Forward reaction prediction with 1.9M reactions from USPTO patents (1976-2016) (1) The product is: [F:1][C:2]1[CH:3]=[CH:4][C:5]([NH:6][C:7]2[CH:19]=[C:18](/[CH:20]=[CH:21]/[C:22]3[CH:27]=[CH:26][CH:25]=[C:24]([OH:28])[CH:23]=3)[CH:17]=[CH:16][C:8]=2[C:9]([OH:11])=[O:10])=[CH:29][CH:30]=1. Given the reactants [F:1][C:2]1[CH:30]=[CH:29][C:5]([NH:6][C:7]2[CH:19]=[C:18](/[CH:20]=[CH:21]/[C:22]3[CH:27]=[CH:26][CH:25]=[C:24]([OH:28])[CH:23]=3)[CH:17]=[CH:16][C:8]=2[C:9]([O:11]C(C)(C)C)=[O:10])=[CH:4][CH:3]=1, predict the reaction product. (2) Given the reactants [Br:1][C:2]1[CH:3]=[C:4]2[C:8](=[CH:9][CH:10]=1)[NH:7]C(C(N)=O)=[C:5]2[S:14]([NH:17][CH2:18][CH2:19][NH:20][C:21]1[CH:26]=[CH:25][C:24]([O:27][CH3:28])=[CH:23][CH:22]=1)(=[O:16])=[O:15].[C:29](Cl)(=[O:31])[CH3:30].C(N([CH2:38][CH3:39])CC)C.[CH3:40][CH2:41][O:42][C:43]([CH3:45])=[O:44], predict the reaction product. The product is: [C:29]([N:20]([C:21]1[CH:26]=[CH:25][C:24]([O:27][CH3:28])=[CH:23][CH:22]=1)[CH2:19][CH2:18][NH:17][S:14]([C:5]1[C:4]2[C:8](=[CH:9][CH:10]=[C:2]([Br:1])[CH:3]=2)[N:7]([S:14]([C:39]2[CH:38]=[CH:9][CH:10]=[CH:2][CH:3]=2)(=[O:16])=[O:15])[C:45]=1[C:43]([O:42][CH2:41][CH3:40])=[O:44])(=[O:16])=[O:15])(=[O:31])[CH3:30]. (3) Given the reactants Br[C:2]1[CH:10]=[C:9]([C:11]([F:14])([F:13])[F:12])[CH:8]=[C:7]2[C:3]=1[CH:4]=[N:5][N:6]2[CH:15]1[CH2:20][CH2:19][CH2:18][CH2:17][O:16]1.[CH3:21][N:22]1C(=O)CCC1, predict the reaction product. The product is: [O:16]1[CH2:17][CH2:18][CH2:19][CH2:20][CH:15]1[N:6]1[C:7]2[CH:8]=[C:9]([C:11]([F:14])([F:13])[F:12])[CH:10]=[C:2]([C:21]#[N:22])[C:3]=2[CH:4]=[N:5]1. (4) Given the reactants C(OC(=O)[N:7]([CH2:13][C:14]1[CH:19]=[C:18]([F:20])[C:17]([O:21][C:22]2[CH:27]=[CH:26][C:25]([C:28](=[O:30])[NH2:29])=[C:24]([OH:31])[CH:23]=2)=[C:16]([F:32])[CH:15]=1)[CH2:8][CH2:9][CH:10]([CH3:12])[CH3:11])(C)(C)C.Cl, predict the reaction product. The product is: [F:20][C:18]1[CH:19]=[C:14]([CH2:13][NH:7][CH2:8][CH2:9][CH:10]([CH3:11])[CH3:12])[CH:15]=[C:16]([F:32])[C:17]=1[O:21][C:22]1[CH:27]=[CH:26][C:25]([C:28]([NH2:29])=[O:30])=[C:24]([OH:31])[CH:23]=1. (5) Given the reactants F[C:2]1[N:7]2[CH:8]=[C:9]([CH2:11][N:12]3[C@@H:25]4[C@H:16]([CH2:17][CH2:18][C:19]5[C:24]4=[N:23][CH:22]=[CH:21][CH:20]=5)[CH2:15][CH2:14][CH2:13]3)[N:10]=[C:6]2[CH:5]=[CH:4][CH:3]=1.[CH3:26][N:27]1[CH2:32][CH2:31][NH:30][CH2:29][CH2:28]1, predict the reaction product. The product is: [CH3:26][N:27]1[CH2:32][CH2:31][N:30]([C:2]2[N:7]3[CH:8]=[C:9]([CH2:11][N:12]4[C@@H:25]5[C@H:16]([CH2:17][CH2:18][C:19]6[C:24]5=[N:23][CH:22]=[CH:21][CH:20]=6)[CH2:15][CH2:14][CH2:13]4)[N:10]=[C:6]3[CH:5]=[CH:4][CH:3]=2)[CH2:29][CH2:28]1.